Dataset: Full USPTO retrosynthesis dataset with 1.9M reactions from patents (1976-2016). Task: Predict the reactants needed to synthesize the given product. (1) Given the product [Cl:22][C:8]1[N:7]=[N:6][C:5]([C:3]([NH2:25])=[O:2])=[C:10]([NH:11][C:12]2[CH:17]=[CH:16][C:15]([O:18][CH3:19])=[C:14]([O:20][CH3:21])[N:13]=2)[CH:9]=1, predict the reactants needed to synthesize it. The reactants are: C[O:2][C:3]([C:5]1[N:6]=[N:7][C:8]([Cl:22])=[CH:9][C:10]=1[NH:11][C:12]1[CH:17]=[CH:16][C:15]([O:18][CH3:19])=[C:14]([O:20][CH3:21])[N:13]=1)=O.CO.[NH3:25]. (2) Given the product [F:28][C:3]1[C:4]([C:10]([C:12]2[CH:13]=[C:14]3[C:19](=[CH:20][CH:21]=2)[N:18]=[CH:17][C:16]([N:22]2[CH2:27][CH2:26][O:25][CH2:24][CH2:23]2)=[N:15]3)=[O:11])=[C:5]([F:9])[C:6]([F:8])=[CH:7][C:2]=1[NH:1][C:43](=[O:44])[C:42]1[CH:46]=[CH:47][CH:48]=[C:40]([C:39]([F:38])([F:49])[F:50])[CH:41]=1, predict the reactants needed to synthesize it. The reactants are: [NH2:1][C:2]1[C:3]([F:28])=[C:4]([C:10]([C:12]2[CH:13]=[C:14]3[C:19](=[CH:20][CH:21]=2)[N:18]=[CH:17][C:16]([N:22]2[CH2:27][CH2:26][O:25][CH2:24][CH2:23]2)=[N:15]3)=[O:11])[C:5]([F:9])=[C:6]([F:8])[CH:7]=1.CCN(C(C)C)C(C)C.[F:38][C:39]([F:50])([F:49])[C:40]1[CH:41]=[C:42]([CH:46]=[CH:47][CH:48]=1)[C:43](Cl)=[O:44].